From a dataset of Reaction yield outcomes from USPTO patents with 853,638 reactions. Predict the reaction yield, written as a fraction of the theoretical maximum amount of product (1.0 means a 100% yield; for example, 0.34 means a 34% yield). The reactants are [CH:1]1([CH:4]([C:18]2[CH:23]=[CH:22][CH:21]=[CH:20][CH:19]=2)[NH:5][C:6]([C:8]2[CH:9]=[C:10]3[C:14](=[CH:15][CH:16]=2)[NH:13][N:12]=[C:11]3I)=[O:7])[CH2:3][CH2:2]1.CC1(C)C(C)(C)OB([C:32]2[CH:37]=[CH:36][C:35]([N:38]3[CH2:43][CH2:42][CH:41]([C:44]([OH:47])([CH3:46])[CH3:45])[CH2:40][CH2:39]3)=[CH:34][CH:33]=2)O1. No catalyst specified. The product is [CH:1]1([CH:4]([C:18]2[CH:23]=[CH:22][CH:21]=[CH:20][CH:19]=2)[NH:5][C:6]([C:8]2[CH:9]=[C:10]3[C:14](=[CH:15][CH:16]=2)[NH:13][N:12]=[C:11]3[C:32]2[CH:33]=[CH:34][C:35]([N:38]3[CH2:39][CH2:40][CH:41]([C:44]([OH:47])([CH3:45])[CH3:46])[CH2:42][CH2:43]3)=[CH:36][CH:37]=2)=[O:7])[CH2:3][CH2:2]1. The yield is 0.220.